Predict the product of the given reaction. From a dataset of Forward reaction prediction with 1.9M reactions from USPTO patents (1976-2016). Given the reactants [F:1][C:2]1[CH:7]=[C:6]([N+:8]([O-:10])=[O:9])[CH:5]=[CH:4][C:3]=1[OH:11].N1C=CC=CC=1.[C:18](OC(=O)C)(=[O:20])[CH3:19].O, predict the reaction product. The product is: [F:1][C:2]1[CH:7]=[C:6]([N+:8]([O-:10])=[O:9])[CH:5]=[CH:4][C:3]=1[O:11][C:18](=[O:20])[CH3:19].